Dataset: Forward reaction prediction with 1.9M reactions from USPTO patents (1976-2016). Task: Predict the product of the given reaction. Given the reactants [CH3:1][O:2][C:3]1[CH:21]=[CH:20][CH:19]=[CH:18][C:4]=1[CH2:5][NH:6][C:7]1[CH:16]=[CH:15][C:14]2[C:9](=[CH:10][CH:11]=[C:12]([NH2:17])[CH:13]=2)[N:8]=1.[CH:22]1([C:25](Cl)=[O:26])[CH2:24][CH2:23]1, predict the reaction product. The product is: [CH3:1][O:2][C:3]1[CH:21]=[CH:20][CH:19]=[CH:18][C:4]=1[CH2:5][NH:6][C:7]1[CH:16]=[CH:15][C:14]2[C:9](=[CH:10][CH:11]=[C:12]([NH:17][C:25]([CH:22]3[CH2:24][CH2:23]3)=[O:26])[CH:13]=2)[N:8]=1.